From a dataset of Peptide-MHC class II binding affinity with 134,281 pairs from IEDB. Regression. Given a peptide amino acid sequence and an MHC pseudo amino acid sequence, predict their binding affinity value. This is MHC class II binding data. (1) The peptide sequence is AAGVPPADKYRTFVA. The MHC is DRB1_0401 with pseudo-sequence DRB1_0401. The binding affinity (normalized) is 0.156. (2) The peptide sequence is RGGMVAPLYGVEGTK. The MHC is DRB3_0101 with pseudo-sequence DRB3_0101. The binding affinity (normalized) is 0. (3) The peptide sequence is YDKFLANVSTVLTEK. The MHC is DRB1_0405 with pseudo-sequence DRB1_0405. The binding affinity (normalized) is 0.725. (4) The peptide sequence is LARWGTFKKSGAIKV. The MHC is DRB1_0701 with pseudo-sequence DRB1_0701. The binding affinity (normalized) is 1.00. (5) The binding affinity (normalized) is 0.00796. The peptide sequence is PGHGISVGSLGRYKD. The MHC is HLA-DPA10301-DPB10402 with pseudo-sequence HLA-DPA10301-DPB10402. (6) The peptide sequence is RNITGTSSTPEAVSL. The MHC is DRB1_0101 with pseudo-sequence DRB1_0101. The binding affinity (normalized) is 0.425.